From a dataset of Full USPTO retrosynthesis dataset with 1.9M reactions from patents (1976-2016). Predict the reactants needed to synthesize the given product. (1) Given the product [Cl:23][C:24]1[CH:32]=[CH:31][C:30]([CH2:33][NH:34][C:35](=[O:40])[C:36]([CH3:38])([CH3:37])[CH3:39])=[CH:29][C:25]=1[C:26]([NH:17][C:12]1[CH:13]=[CH:14][CH:15]=[C:16]2[C:11]=1[N:10]=[CH:9][N:8]=[C:7]2[O:6][C:5]1[CH:18]=[CH:19][CH:20]=[C:3]([C:2]([F:1])([F:21])[F:22])[CH:4]=1)=[O:27], predict the reactants needed to synthesize it. The reactants are: [F:1][C:2]([F:22])([F:21])[C:3]1[CH:4]=[C:5]([CH:18]=[CH:19][CH:20]=1)[O:6][C:7]1[C:16]2[C:11](=[C:12]([NH2:17])[CH:13]=[CH:14][CH:15]=2)[N:10]=[CH:9][N:8]=1.[Cl:23][C:24]1[CH:32]=[CH:31][C:30]([CH2:33][NH:34][C:35](=[O:40])[C:36]([CH3:39])([CH3:38])[CH3:37])=[CH:29][C:25]=1[C:26](O)=[O:27].C(Cl)(=O)C(Cl)=O.CCN(C(C)C)C(C)C. (2) Given the product [N:38]1([C:27]([C:26]2[CH:30]=[CH:31][C:23]([N:21]3[CH:22]=[C:18]([C:12]4[C:11]5[C:15](=[CH:16][CH:17]=[C:9]([CH2:8][N:7]6[C:2](=[O:1])[CH:3]=[CH:4][C:5]([C:32]7[CH:33]=[CH:34][N:35]=[CH:36][CH:37]=7)=[N:6]6)[CH:10]=5)[NH:14][N:13]=4)[N:19]=[N:20]3)=[CH:24][CH:25]=2)=[O:29])[CH2:43][CH2:42][O:41][CH2:40][CH2:39]1, predict the reactants needed to synthesize it. The reactants are: [O:1]=[C:2]1[N:7]([CH2:8][C:9]2[CH:10]=[C:11]3[C:15](=[CH:16][CH:17]=2)[NH:14][N:13]=[C:12]3[C:18]2[N:19]=[N:20][N:21]([C:23]3[CH:31]=[CH:30][C:26]([C:27]([OH:29])=O)=[CH:25][CH:24]=3)[CH:22]=2)[N:6]=[C:5]([C:32]2[CH:37]=[CH:36][N:35]=[CH:34][CH:33]=2)[CH:4]=[CH:3]1.[NH:38]1[CH2:43][CH2:42][O:41][CH2:40][CH2:39]1. (3) Given the product [CH:50]1([CH2:49][CH2:48][CH2:47][N:39]2[CH2:40][CH2:41][N:36]([C:31]3[CH:30]=[CH:29][C:28]([O:27][CH3:26])=[CH:35][C:32]=3[C:33]#[N:34])[CH2:37][CH2:38]2)[CH2:55][CH2:54][CH2:53][CH2:52][CH2:51]1, predict the reactants needed to synthesize it. The reactants are: Cl.Cl.COC1C=CC(N2CCNCC2)=CC=1.BrCCC1C=CC=CC=1.[CH3:26][O:27][C:28]1[CH:29]=[CH:30][C:31]([N:36]2[CH2:41][CH2:40][NH:39][CH2:38][CH2:37]2)=[C:32]([CH:35]=1)[C:33]#[N:34].CS(O[CH2:47][CH2:48][CH2:49][CH:50]1[CH2:55][CH2:54][CH2:53][CH2:52][CH2:51]1)(=O)=O. (4) The reactants are: F[C:2]1[CH:9]=[CH:8][CH:7]=[CH:6][C:3]=1[CH:4]=[O:5].C(=O)([O-])[O-].[K+].[K+].[S-2:16].[CH3:17][Na]. Given the product [CH3:17][S:16][C:2]1[CH:9]=[CH:8][CH:7]=[CH:6][C:3]=1[CH:4]=[O:5], predict the reactants needed to synthesize it. (5) Given the product [C:1]1([C:7]2[N:8]=[C:9]([C:20]([O:22][CH2:23][CH3:24])=[O:21])[CH:26]=[CH:25][C:12]=2[C:13]2[CH:18]=[CH:17][C:16]([CH3:19])=[CH:15][CH:14]=2)[CH:6]=[CH:5][CH:4]=[CH:3][CH:2]=1, predict the reactants needed to synthesize it. The reactants are: [C:1]1([C:7]2[N:8]=[C:9]([C:20]([O:22][CH2:23][CH3:24])=[O:21])N=N[C:12]=2[C:13]2[CH:18]=[CH:17][C:16]([CH3:19])=[CH:15][CH:14]=2)[CH:6]=[CH:5][CH:4]=[CH:3][CH:2]=1.[CH:25](N1CCCC1)=[CH2:26]. (6) The reactants are: CN(C(ON1N=NC2C=CC=NC1=2)=[N+](C)C)C.F[P-](F)(F)(F)(F)F.[CH:25]1([C:28]2[N:32]3[CH:33]=[C:34]([C:41]4[CH:45]=[CH:44][O:43][CH:42]=4)[CH:35]=[C:36]([C:37]([F:40])([F:39])[F:38])[C:31]3=[N:30][C:29]=2[C:46](O)=[O:47])[CH2:27][CH2:26]1.[NH:49]1[CH2:53][CH:52]=[C:51]([C:54]2[S:55][CH:56]=[CH:57][N:58]=2)[CH2:50]1. Given the product [CH:25]1([C:28]2[N:32]3[CH:33]=[C:34]([C:41]4[CH:45]=[CH:44][O:43][CH:42]=4)[CH:35]=[C:36]([C:37]([F:38])([F:40])[F:39])[C:31]3=[N:30][C:29]=2[C:46]([N:49]2[CH2:53][CH:52]=[C:51]([C:54]3[S:55][CH:56]=[CH:57][N:58]=3)[CH2:50]2)=[O:47])[CH2:27][CH2:26]1, predict the reactants needed to synthesize it.